This data is from Reaction yield outcomes from USPTO patents with 853,638 reactions. The task is: Predict the reaction yield, written as a fraction of the theoretical maximum amount of product (1.0 means a 100% yield; for example, 0.34 means a 34% yield). (1) The reactants are B(F)(F)F.CCOCC.[OH:10][C:11]1[C:20]([CH3:21])=[C:19]2[C:14]([CH:15]=[C:16]([NH:23][C:24](=[O:33])[O:25][CH2:26][C:27]3[CH:32]=[CH:31][CH:30]=[CH:29][CH:28]=3)[C:17](=[O:22])[O:18]2)=[CH:13][C:12]=1[O:34][CH:35]([CH3:37])[CH3:36].ClC(Cl)(Cl)C(=N)O[C@H:42]1[C@@H:47]2[O:48][C:49](=[O:51])[O:50][C@@H:46]2[C@@H:45]([O:52][CH3:53])[C:44]([CH3:55])([CH3:54])[O:43]1.C(N(CC)CC)C. The catalyst is C(Cl)Cl. The product is [CH:35]([O:34][C:12]1[CH:13]=[C:14]2[C:19](=[C:20]([CH3:21])[C:11]=1[O:10][C@H:42]1[C@@H:47]3[O:48][C:49](=[O:51])[O:50][C@@H:46]3[C@@H:45]([O:52][CH3:53])[C:44]([CH3:55])([CH3:54])[O:43]1)[O:18][C:17](=[O:22])[C:16]([NH:23][C:24](=[O:33])[O:25][CH2:26][C:27]1[CH:32]=[CH:31][CH:30]=[CH:29][CH:28]=1)=[CH:15]2)([CH3:37])[CH3:36]. The yield is 0.950. (2) The catalyst is C1(C)C=CC=CC=1. The reactants are [ClH:1].[CH2:2]1[CH2:6][O:5][C:4]2[CH:7]=[CH:8][C:9]3[CH2:10][CH2:11]/[C:12](=[CH:14]\[CH2:15][NH2:16])/[C:13]=3[C:3]1=2.[OH-].[Na+]. The yield is 0.730. The product is [ClH:1].[CH2:2]1[CH2:6][O:5][C:4]2[CH:7]=[CH:8][C:9]3[CH2:10][CH2:11][C@@H:12]([CH2:14][CH2:15][NH2:16])[C:13]=3[C:3]1=2. (3) The reactants are [CH3:1][C:2]1[CH:7]=[CH:6][CH:5]=[C:4]([CH3:8])[C:3]=1[OH:9].[CH2:10]([O:12][C:13](=[O:20])[C:14]([C:16]([F:19])([F:18])[F:17])=[O:15])[CH3:11]. The catalyst is C(Cl)(Cl)(Cl)Cl.C(N(CC)CC)C. The product is [CH2:10]([O:12][C:13](=[O:20])[C:14]([OH:15])([C:6]1[CH:5]=[C:4]([CH3:8])[C:3]([OH:9])=[C:2]([CH3:1])[CH:7]=1)[C:16]([F:17])([F:18])[F:19])[CH3:11]. The yield is 0.840. (4) The reactants are [NH2:1][C@@H:2]([CH2:33][C:34]1[CH:39]=[CH:38][CH:37]=[CH:36][CH:35]=1)[C@@H:3]([OH:32])[CH2:4][C@@H:5]([NH:19][C:20]([C@@H:22]([NH:27][C:28](=[O:31])[O:29][CH3:30])[C:23]([CH3:26])([CH3:25])[CH3:24])=[O:21])[CH2:6][C:7]1[CH:12]=[CH:11][C:10]([C:13]2[CH:18]=[CH:17][CH:16]=[CH:15][N:14]=2)=[CH:9][CH:8]=1.[CH3:40][C:41]([CH3:62])([CH3:61])[C@H:42]([N:46]1[CH2:50][C:49](=[O:51])[N:48]([CH2:52][C:53]2[CH:58]=[CH:57][CH:56]=[C:55]([CH3:59])[N:54]=2)[C:47]1=[O:60])[C:43](O)=[O:44].CCOP(ON1N=NC2C=CC=CC=2C1=O)(OCC)=O.C(N(CC)C(C)C)(C)C. The catalyst is C1COCC1. The product is [CH3:40][C:41]([CH3:62])([CH3:61])[C@H:42]([N:46]1[CH2:50][C:49](=[O:51])[N:48]([CH2:52][C:53]2[CH:58]=[CH:57][CH:56]=[C:55]([CH3:59])[N:54]=2)[C:47]1=[O:60])[C:43]([NH:1][C@@H:2]([CH2:33][C:34]1[CH:35]=[CH:36][CH:37]=[CH:38][CH:39]=1)[C@@H:3]([OH:32])[CH2:4][C@@H:5]([NH:19][C:20]([C@@H:22]([NH:27][C:28](=[O:31])[O:29][CH3:30])[C:23]([CH3:26])([CH3:25])[CH3:24])=[O:21])[CH2:6][C:7]1[CH:12]=[CH:11][C:10]([C:13]2[CH:18]=[CH:17][CH:16]=[CH:15][N:14]=2)=[CH:9][CH:8]=1)=[O:44]. The yield is 0.640. (5) The reactants are C(OC([NH:8][C:9]1[CH2:10][C:11]([C:31](=[O:40])[N:32]([CH2:36][CH2:37][CH2:38][F:39])[CH2:33][CH2:34][CH3:35])=[CH:12][C:13]2[CH:19]=[CH:18][C:17]([C:20]3[CH:30]=[CH:29][C:23]([C:24]([O:26][CH2:27][CH3:28])=[O:25])=[CH:22][CH:21]=3)=[CH:16][C:14]=2[N:15]=1)=O)(C)(C)C. The catalyst is ClCCl.C(O)(C(F)(F)F)=O. The product is [NH2:8][C:9]1[CH2:10][C:11]([C:31](=[O:40])[N:32]([CH2:36][CH2:37][CH2:38][F:39])[CH2:33][CH2:34][CH3:35])=[CH:12][C:13]2[CH:19]=[CH:18][C:17]([C:20]3[CH:30]=[CH:29][C:23]([C:24]([O:26][CH2:27][CH3:28])=[O:25])=[CH:22][CH:21]=3)=[CH:16][C:14]=2[N:15]=1. The yield is 0.360. (6) The reactants are C([O-])([O-])=O.[K+].[K+].[Br:7][C:8]1[CH:13]=[CH:12][C:11](I)=[C:10]([F:15])[CH:9]=1.[F:16][C:17]1[C:22]([F:23])=[C:21]([Si:24]([CH3:27])([CH3:26])[CH3:25])[CH:20]=[CH:19][C:18]=1B1OCC(C)(C)CO1. The catalyst is O.O1CCOCC1.C1C=CC([P]([Pd]([P](C2C=CC=CC=2)(C2C=CC=CC=2)C2C=CC=CC=2)([P](C2C=CC=CC=2)(C2C=CC=CC=2)C2C=CC=CC=2)[P](C2C=CC=CC=2)(C2C=CC=CC=2)C2C=CC=CC=2)(C2C=CC=CC=2)C2C=CC=CC=2)=CC=1. The product is [Br:7][C:8]1[CH:13]=[CH:12][C:11]([C:18]2[CH:19]=[CH:20][C:21]([Si:24]([CH3:25])([CH3:27])[CH3:26])=[C:22]([F:23])[C:17]=2[F:16])=[C:10]([F:15])[CH:9]=1. The yield is 0.880. (7) The reactants are [CH3:1]/[C:2](/[CH2:7][CH2:8]/[CH:9]=[C:10](\[CH3:17])/[CH2:11][CH2:12][CH:13]=[C:14]([CH3:16])[CH3:15])=[CH:3]\[CH2:4][CH:5]=[CH2:6].[CH3:18][O:19][C:20](=[O:30])[CH2:21][CH2:22][CH2:23][CH2:24][CH2:25][CH2:26][CH2:27]C=C.OCP(CO)CO.C(O)(C)C. The catalyst is O.C(OCC)(=O)C. The product is [CH3:1]/[C:2](/[CH2:7][CH2:8]/[CH:9]=[C:10](\[CH3:17])/[CH2:11][CH2:12][CH:13]=[C:14]([CH3:16])[CH3:15])=[CH:3]\[CH2:4]/[CH:5]=[CH:6]/[CH2:27][CH2:26][CH2:25][CH2:24][CH2:23][CH2:22][CH2:21][C:20]([O:19][CH3:18])=[O:30]. The yield is 0.870.